Predict the product of the given reaction. From a dataset of Forward reaction prediction with 1.9M reactions from USPTO patents (1976-2016). (1) Given the reactants [C:1]1([C:7]2[C:11]([C:12]([F:15])([F:14])[F:13])=[C:10]([C:16]3[NH:17][N:18]=[C:19]4[C:24]=3[CH2:23][CH2:22][C:21]3[CH:25]=[C:26]([CH:29]=C)[CH:27]=[CH:28][C:20]4=3)[O:9][N:8]=2)[CH:6]=[CH:5][CH:4]=[CH:3][CH:2]=1.C[N+]1([O-])CC[O:35]CC1.I([O-])(=O)(=O)=O.[Na+], predict the reaction product. The product is: [C:1]1([C:7]2[C:11]([C:12]([F:13])([F:14])[F:15])=[C:10]([C:16]3[NH:17][N:18]=[C:19]4[C:24]=3[CH2:23][CH2:22][C:21]3[CH:25]=[C:26]([CH:29]=[O:35])[CH:27]=[CH:28][C:20]4=3)[O:9][N:8]=2)[CH:6]=[CH:5][CH:4]=[CH:3][CH:2]=1. (2) Given the reactants [CH3:1][NH2:2].CCO.[Cl:6][C:7]1[CH:12]=[C:11]([Cl:13])[CH:10]=[CH:9][C:8]=1[N:14]=[C:15]=[O:16], predict the reaction product. The product is: [Cl:6][C:7]1[CH:12]=[C:11]([Cl:13])[CH:10]=[CH:9][C:8]=1[NH:14][C:15]([NH:2][CH3:1])=[O:16]. (3) Given the reactants [N:1]1([CH2:6][CH2:7][CH2:8][C:9]([OH:11])=O)[CH:5]=[CH:4][N:3]=[CH:2]1.C(Cl)(=O)C(Cl)=O.[Cl:18][C:19]1[CH:24]=[CH:23][CH:22]=[CH:21][C:20]=1[Cl:25].[Al+3].[Cl-].[Cl-].[Cl-].ClC(Cl)C, predict the reaction product. The product is: [Cl:18][C:19]1[CH:24]=[C:23]([C:9](=[O:11])[CH2:8][CH2:7][CH2:6][N:1]2[CH:5]=[CH:4][N:3]=[CH:2]2)[CH:22]=[CH:21][C:20]=1[Cl:25]. (4) Given the reactants [NH:1]1[C:5]2=[N:6][CH:7]=[C:8]([O:10][C:11]3[CH:38]=[C:37]([N:39]4[CH2:44][CH2:43][N:42]([CH2:45][C:46]5[CH2:51][CH2:50][C:49]([CH3:53])([CH3:52])[CH2:48][C:47]=5[C:54]5[CH:59]=[CH:58][C:57]([Cl:60])=[CH:56][CH:55]=5)[CH2:41][CH2:40]4)[CH:36]=[CH:35][C:12]=3[C:13]([NH:15][S:16]([C:19]3[CH:24]=[CH:23][C:22]([NH:25][CH:26]4[CH2:31][CH2:30][NH:29][CH2:28][CH2:27]4)=[C:21]([N+:32]([O-:34])=[O:33])[CH:20]=3)(=[O:18])=[O:17])=[O:14])[CH:9]=[C:4]2[CH:3]=[CH:2]1.[O:61]1[CH2:64][C:63](=O)[CH2:62]1.C([BH3-])#N, predict the reaction product. The product is: [Cl:60][C:57]1[CH:56]=[CH:55][C:54]([C:47]2[CH2:48][C:49]([CH3:53])([CH3:52])[CH2:50][CH2:51][C:46]=2[CH2:45][N:42]2[CH2:41][CH2:40][N:39]([C:37]3[CH:36]=[CH:35][C:12]([C:13]([NH:15][S:16]([C:19]4[CH:24]=[CH:23][C:22]([NH:25][CH:26]5[CH2:31][CH2:30][N:29]([CH:63]6[CH2:64][O:61][CH2:62]6)[CH2:28][CH2:27]5)=[C:21]([N+:32]([O-:34])=[O:33])[CH:20]=4)(=[O:18])=[O:17])=[O:14])=[C:11]([O:10][C:8]4[CH:9]=[C:4]5[CH:3]=[CH:2][NH:1][C:5]5=[N:6][CH:7]=4)[CH:38]=3)[CH2:44][CH2:43]2)=[CH:59][CH:58]=1. (5) Given the reactants C[O:2][C:3]([C:5]1[CH:10]=[CH:9][CH:8]=[C:7]([N:11]2[CH2:22][CH2:21][C:14]3[N:15]=[C:16]([S:19][CH3:20])[N:17]=[CH:18][C:13]=3[CH2:12]2)[N:6]=1)=[O:4].[OH-].[Na+], predict the reaction product. The product is: [CH3:20][S:19][C:16]1[N:17]=[CH:18][C:13]2[CH2:12][N:11]([C:7]3[N:6]=[C:5]([C:3]([OH:4])=[O:2])[CH:10]=[CH:9][CH:8]=3)[CH2:22][CH2:21][C:14]=2[N:15]=1. (6) The product is: [C:12]1([NH:11][C:8]([C:5]2([C:3]([O:2][CH3:1])=[O:4])[CH2:7][CH2:6]2)=[O:10])[CH:17]=[CH:16][CH:15]=[CH:14][CH:13]=1. Given the reactants [CH3:1][O:2][C:3]([C:5]1([C:8]([OH:10])=O)[CH2:7][CH2:6]1)=[O:4].[NH2:11][C:12]1[CH:17]=[CH:16][CH:15]=[CH:14][CH:13]=1.C(N(C(C)C)CC)(C)C.F[B-](F)(F)F.N1(OC(N(C)C)=[N+](C)C)C2C=CC=CC=2N=N1, predict the reaction product.